Dataset: NCI-60 drug combinations with 297,098 pairs across 59 cell lines. Task: Regression. Given two drug SMILES strings and cell line genomic features, predict the synergy score measuring deviation from expected non-interaction effect. Drug 1: CC(C1=C(C=CC(=C1Cl)F)Cl)OC2=C(N=CC(=C2)C3=CN(N=C3)C4CCNCC4)N. Drug 2: CC(C)(C#N)C1=CC(=CC(=C1)CN2C=NC=N2)C(C)(C)C#N. Cell line: T-47D. Synergy scores: CSS=1.78, Synergy_ZIP=3.20, Synergy_Bliss=5.61, Synergy_Loewe=4.91, Synergy_HSA=3.94.